The task is: Regression. Given two drug SMILES strings and cell line genomic features, predict the synergy score measuring deviation from expected non-interaction effect.. This data is from NCI-60 drug combinations with 297,098 pairs across 59 cell lines. (1) Drug 1: CCCS(=O)(=O)NC1=C(C(=C(C=C1)F)C(=O)C2=CNC3=C2C=C(C=N3)C4=CC=C(C=C4)Cl)F. Drug 2: CCN(CC)CCCC(C)NC1=C2C=C(C=CC2=NC3=C1C=CC(=C3)Cl)OC. Cell line: UACC62. Synergy scores: CSS=59.5, Synergy_ZIP=9.66, Synergy_Bliss=10.2, Synergy_Loewe=6.32, Synergy_HSA=11.7. (2) Drug 1: C1=CC(=CC=C1CC(C(=O)O)N)N(CCCl)CCCl.Cl. Drug 2: COC1=C2C(=CC3=C1OC=C3)C=CC(=O)O2. Cell line: MALME-3M. Synergy scores: CSS=9.89, Synergy_ZIP=-2.38, Synergy_Bliss=0.124, Synergy_Loewe=-8.87, Synergy_HSA=-2.95.